Dataset: Forward reaction prediction with 1.9M reactions from USPTO patents (1976-2016). Task: Predict the product of the given reaction. (1) Given the reactants [F:1][C:2]1[CH:3]=[C:4](/[CH:8]=[CH:9]\[CH2:10][OH:11])[CH:5]=[CH:6][CH:7]=1.ClCCl.CO, predict the reaction product. The product is: [F:1][C:2]1[CH:3]=[C:4](/[CH:8]=[CH:9]\[CH:10]=[O:11])[CH:5]=[CH:6][CH:7]=1. (2) The product is: [N:17]1([CH2:2][CH2:3][NH:4][C:5](=[O:11])[O:6][C:7]([CH3:10])([CH3:9])[CH3:8])[CH2:18][CH:19]=[CH:20][CH2:21][CH2:22]1. Given the reactants O=[CH:2][CH2:3][NH:4][C:5](=[O:11])[O:6][C:7]([CH3:10])([CH3:9])[CH3:8].CN(C)C=O.[NH:17]1[CH2:22][CH:21]=[CH:20][CH2:19][CH2:18]1.C(O[BH-](OC(=O)C)OC(=O)C)(=O)C.[Na+], predict the reaction product. (3) Given the reactants [F:1][B-:2]([F:5])([F:4])[F:3].C(O[C+:9]([C:26]1[CH:31]=[CH:30][C:29]([CH3:32])=[CH:28][CH:27]=1)[CH:10]=[CH:11][CH:12]=[CH:13][CH:14]=[C:15]([O:23][CH2:24][CH3:25])[C:16]1[CH:21]=[CH:20][C:19]([CH3:22])=[CH:18][CH:17]=1)C.[CH2:33]([NH:35][CH2:36][CH3:37])[CH3:34], predict the reaction product. The product is: [F:1][B-:2]([F:5])([F:4])[F:3].[CH2:24]([O:23][C+:15]([C:16]1[CH:17]=[CH:18][C:19]([CH3:22])=[CH:20][CH:21]=1)[CH:14]=[CH:13][CH:12]=[CH:11][CH:10]=[C:9]([N:35]([CH2:36][CH3:37])[CH2:33][CH3:34])[C:26]1[CH:31]=[CH:30][C:29]([CH3:32])=[CH:28][CH:27]=1)[CH3:25]. (4) Given the reactants C[O:2][C:3](=[O:22])[C:4]1[CH:9]=[CH:8][CH:7]=[C:6]([O:10][CH2:11][CH2:12][CH2:13][NH:14][C:15]([O:17][C:18]([CH3:21])([CH3:20])[CH3:19])=[O:16])[CH:5]=1.[Li+].[OH-].Cl, predict the reaction product. The product is: [C:18]([O:17][C:15]([NH:14][CH2:13][CH2:12][CH2:11][O:10][C:6]1[CH:5]=[C:4]([CH:9]=[CH:8][CH:7]=1)[C:3]([OH:22])=[O:2])=[O:16])([CH3:21])([CH3:19])[CH3:20]. (5) Given the reactants [CH3:1][C:2]1[CH:11]=[CH:10][C:9]2[C:4](=[CH:5][CH:6]=[CH:7][C:8]=2[N:12]2[CH2:17][CH2:16][N:15]([CH2:18][CH2:19][C:20]3[C:29]4[O:28][CH2:27][C:26]5=[C:30]([C:33]([OH:35])=O)[N:31]=[CH:32][N:25]5[C:24]=4[CH:23]=[CH:22][CH:21]=3)[CH2:14][CH2:13]2)[N:3]=1.CCN(C(C)C)C(C)C.CN([C:48]([O:52][N:53]1N=NC2C=CC=C[C:54]1=2)=[N+](C)C)C.[B-](F)(F)(F)F, predict the reaction product. The product is: [CH3:54][N:53]([O:52][CH3:48])[C:33]([C:30]1[N:31]=[CH:32][N:25]2[C:24]3[CH:23]=[CH:22][CH:21]=[C:20]([CH2:19][CH2:18][N:15]4[CH2:16][CH2:17][N:12]([C:8]5[CH:7]=[CH:6][CH:5]=[C:4]6[C:9]=5[CH:10]=[CH:11][C:2]([CH3:1])=[N:3]6)[CH2:13][CH2:14]4)[C:29]=3[O:28][CH2:27][C:26]=12)=[O:35]. (6) Given the reactants C[O:2][C:3]([C:5]1[C:6]([C:24]2[CH:29]=[CH:28][C:27]([C:30](O)=[O:31])=[CH:26][CH:25]=2)=[CH:7][CH:8]=[C:9]([C:11]2[S:12][CH:13]=[C:14]([C:16]3[CH:21]=[CH:20][C:19]([Cl:22])=[C:18]([Cl:23])[CH:17]=3)[N:15]=2)[CH:10]=1)=[O:4].[S:33]1[CH:37]=[CH:36][CH:35]=[C:34]1[CH2:38][NH2:39], predict the reaction product. The product is: [Cl:23][C:18]1[CH:17]=[C:16]([C:14]2[N:15]=[C:11]([C:9]3[CH:10]=[C:5]([C:3]([OH:4])=[O:2])[C:6]([C:24]4[CH:29]=[CH:28][C:27]([C:30](=[O:31])[NH:39][CH2:38][C:34]5[S:33][CH:37]=[CH:36][CH:35]=5)=[CH:26][CH:25]=4)=[CH:7][CH:8]=3)[S:12][CH:13]=2)[CH:21]=[CH:20][C:19]=1[Cl:22]. (7) Given the reactants [NH2:1][CH2:2][C:3]1[O:7][N:6]=[C:5]([C:8]2[CH:13]=[CH:12][C:11]([N:14]3[CH2:18][CH2:17][CH:16]([N:19]([CH3:21])[CH3:20])[CH2:15]3)=[CH:10][CH:9]=2)[N:4]=1.[CH:22](=O)[C:23]1[CH:28]=[CH:27][C:26]([O:29][CH3:30])=[CH:25][CH:24]=1, predict the reaction product. The product is: [CH3:30][O:29][C:26]1[CH:27]=[CH:28][C:23]([CH2:22][NH:1][CH2:2][C:3]2[O:7][N:6]=[C:5]([C:8]3[CH:9]=[CH:10][C:11]([N:14]4[CH2:18][CH2:17][CH:16]([N:19]([CH3:21])[CH3:20])[CH2:15]4)=[CH:12][CH:13]=3)[N:4]=2)=[CH:24][CH:25]=1.